This data is from Full USPTO retrosynthesis dataset with 1.9M reactions from patents (1976-2016). The task is: Predict the reactants needed to synthesize the given product. (1) The reactants are: [C:1]1(=O)[NH:6][CH2:5][C:4](=O)[N:3]2[CH2:8][CH2:9][CH2:10][CH:2]12.[H-].[H-].[H-].[H-].[Li+].[Al+3].C(Cl)Cl.CO. Given the product [CH2:1]1[NH:6][CH2:5][CH2:4][N:3]2[CH2:8][CH2:9][CH2:10][CH:2]12, predict the reactants needed to synthesize it. (2) The reactants are: O[CH2:2][C:3]1[S:7][C:6]([NH:8][C:9](=[O:15])[O:10][C:11]([CH3:14])([CH3:13])[CH3:12])=[N:5][CH:4]=1.S(Cl)([Cl:18])=O. Given the product [Cl:18][CH2:2][C:3]1[S:7][C:6]([NH:8][C:9](=[O:15])[O:10][C:11]([CH3:14])([CH3:13])[CH3:12])=[N:5][CH:4]=1, predict the reactants needed to synthesize it. (3) The reactants are: Cl[C:2]1[N:7]=[C:6]([NH:8][C:9]2[CH:13]=[C:12]([CH:14]3[CH2:16][CH2:15]3)[NH:11][N:10]=2)[C:5]([N+:17]([O-:19])=[O:18])=[CH:4][CH:3]=1.[F:20][C:21]1[CH:26]=[CH:25][C:24]([C@@H:27]([NH2:29])[CH3:28])=[CH:23][CH:22]=1.CCN(C(C)C)C(C)C. Given the product [CH:14]1([C:12]2[NH:11][N:10]=[C:9]([NH:8][C:6]3[C:5]([N+:17]([O-:19])=[O:18])=[CH:4][CH:3]=[C:2]([NH:29][C@H:27]([C:24]4[CH:25]=[CH:26][C:21]([F:20])=[CH:22][CH:23]=4)[CH3:28])[N:7]=3)[CH:13]=2)[CH2:16][CH2:15]1, predict the reactants needed to synthesize it. (4) Given the product [Cl:31][C:10]1[N:9]=[C:8]([C:4]2[CH:5]=[CH:6][CH:7]=[C:2]([Cl:1])[CH:3]=2)[C:17]2[C:12](=[CH:13][CH:14]=[C:15]([C:18]([C:19]3[CH:24]=[CH:23][C:22]([O:25][CH3:26])=[CH:21][CH:20]=3)=[O:27])[CH:16]=2)[N:11]=1, predict the reactants needed to synthesize it. The reactants are: [Cl:1][C:2]1[CH:3]=[C:4]([C:8]2[C:17]3[C:12](=[CH:13][CH:14]=[C:15]([C:18](=[O:27])[C:19]4[CH:24]=[CH:23][C:22]([O:25][CH3:26])=[CH:21][CH:20]=4)[CH:16]=3)[NH:11][C:10](=O)[N:9]=2)[CH:5]=[CH:6][CH:7]=1.P(Cl)(Cl)([Cl:31])=O. (5) Given the product [CH3:1][O:2][C:3]([CH2:5][O:6][C:7]1[CH:12]=[CH:11][CH:10]=[CH:9][C:8]=1[O:13][C:15]1[CH:20]=[C:19]([N:21]2[C:26](=[O:27])[CH:25]=[C:24]([C:28]([F:30])([F:31])[F:29])[N:23]([CH3:32])[C:22]2=[O:33])[C:18]([F:34])=[CH:17][C:16]=1[N+:35]([O-:37])=[O:36])=[O:4], predict the reactants needed to synthesize it. The reactants are: [CH3:1][O:2][C:3]([CH2:5][O:6][C:7]1[CH:12]=[CH:11][CH:10]=[CH:9][C:8]=1[OH:13])=[O:4].F[C:15]1[CH:20]=[C:19]([N:21]2[C:26](=[O:27])[CH:25]=[C:24]([C:28]([F:31])([F:30])[F:29])[N:23]([CH3:32])[C:22]2=[O:33])[C:18]([F:34])=[CH:17][C:16]=1[N+:35]([O-:37])=[O:36].C(=O)([O-])[O-].[K+].[K+].Cl. (6) Given the product [CH3:23][O:22][C:20]([C:18]1[C:19]2[N:11]([S:1]([C:4]3[CH:5]=[CH:6][C:7]([CH3:8])=[CH:9][CH:10]=3)(=[O:3])=[O:2])[CH:12]=[CH:13][C:14]=2[CH:15]=[N+:16]([O-:29])[CH:17]=1)=[O:21], predict the reactants needed to synthesize it. The reactants are: [S:1]([N:11]1[C:19]2[C:18]([C:20]([O:22][CH3:23])=[O:21])=[CH:17][N:16]=[CH:15][C:14]=2[CH:13]=[CH:12]1)([C:4]1[CH:10]=[CH:9][C:7]([CH3:8])=[CH:6][CH:5]=1)(=[O:3])=[O:2].ClC1C=C(C=CC=1)C(OO)=[O:29].C([O-])([O-])=O.[Na+].[Na+].